Dataset: Tox21: 12 toxicity assays (nuclear receptors and stress response pathways). Task: Binary classification across 12 toxicity assays. (1) The drug is CCCCCCCCn1sccc1=O. It tested positive (active) for: SR-HSE (Heat Shock Element response), SR-MMP (Mitochondrial Membrane Potential disruption), and SR-p53 (p53 tumor suppressor activation). (2) The molecule is O=C(CCCN1CCC(n2c(=O)[nH]c3ccccc32)CC1)c1ccc(F)cc1. It tested positive (active) for: NR-AhR (Aryl hydrocarbon Receptor agonist activity). (3) The molecule is NCCNCCN. It tested positive (active) for: NR-AR (Androgen Receptor agonist activity), and NR-AR-LBD (Androgen Receptor Ligand Binding Domain agonist).